This data is from Peptide-MHC class II binding affinity with 134,281 pairs from IEDB. The task is: Regression. Given a peptide amino acid sequence and an MHC pseudo amino acid sequence, predict their binding affinity value. This is MHC class II binding data. (1) The binding affinity (normalized) is 0.491. The peptide sequence is FESTGNLIAPEYGFKISY. The MHC is HLA-DQA10301-DQB10302 with pseudo-sequence HLA-DQA10301-DQB10302. (2) The peptide sequence is AAATAGMTVYGAFAA. The MHC is HLA-DQA10501-DQB10301 with pseudo-sequence HLA-DQA10501-DQB10301. The binding affinity (normalized) is 0.644. (3) The peptide sequence is EGRVEIDFDYCPGTTVTL. The MHC is DRB1_1101 with pseudo-sequence DRB1_1101. The binding affinity (normalized) is 0.192. (4) The peptide sequence is NSFTAPNESYKKQVT. The MHC is HLA-DQA10401-DQB10402 with pseudo-sequence HLA-DQA10401-DQB10402. The binding affinity (normalized) is 0. (5) The peptide sequence is NYLALLVKYVNGDGD. The MHC is HLA-DQA10101-DQB10501 with pseudo-sequence HLA-DQA10101-DQB10501. The binding affinity (normalized) is 0. (6) The peptide sequence is QEDWKSDPSQGGGIK. The binding affinity (normalized) is 0.165. The MHC is DRB1_0901 with pseudo-sequence DRB1_0901. (7) The peptide sequence is LCHLITKETPDRLTD. The MHC is DRB1_1501 with pseudo-sequence DRB1_1501. The binding affinity (normalized) is 0.287. (8) The peptide sequence is VMAYVGIKLGDKG. The MHC is DRB5_0101 with pseudo-sequence DRB5_0101. The binding affinity (normalized) is 0.201.